Dataset: Full USPTO retrosynthesis dataset with 1.9M reactions from patents (1976-2016). Task: Predict the reactants needed to synthesize the given product. (1) Given the product [N:8]1([C:13]([O:15][C:16]2[CH:21]=[CH:20][C:19]([CH2:22][C@H:23]([NH:31][C:32]3[C:37]([N:38]([S:68]([CH3:67])(=[O:70])=[O:69])[S:68]([CH3:67])(=[O:70])=[O:69])=[CH:36][N:35]=[C:34]([N:42]([CH2:45][CH3:46])[CH2:43][CH3:44])[N:33]=3)[C:24]([O:26][C:27]([CH3:30])([CH3:29])[CH3:28])=[O:25])=[CH:18][CH:17]=2)=[O:14])[CH2:12][CH2:11][CH2:10][CH2:9]1, predict the reactants needed to synthesize it. The reactants are: NC1N=CC=CN=1.[N:8]1([C:13]([O:15][C:16]2[CH:21]=[CH:20][C:19]([CH2:22][C@H:23]([NH:31][C:32]3[C:37]([NH:38]C(C)C)=[CH:36][N:35]=[C:34]([N:42]([CH2:45][CH3:46])[CH2:43][CH3:44])[N:33]=3)[C:24]([O:26][C:27]([CH3:30])([CH3:29])[CH3:28])=[O:25])=[CH:18][CH:17]=2)=[O:14])[CH2:12][CH2:11][CH2:10][CH2:9]1.[N+](C1C=CN=C(NC([O-])=O)N=1)([O-])=O.C(N(CC)CC)C.[CH3:67][S:68](Cl)(=[O:70])=[O:69]. (2) The reactants are: C([NH:5][C:6]([NH:8][C@H:9]([C:12]1[CH:17]=[CH:16][C:15]([O:18][CH3:19])=[CH:14][CH:13]=1)[CH2:10]O)=[S:7])(C)(C)C.Cl.CC[Cl:23]. Given the product [ClH:23].[CH3:19][O:18][C:15]1[CH:16]=[CH:17][C:12]([C@@H:9]2[CH2:10][S:7][C:6]([NH2:5])=[N:8]2)=[CH:13][CH:14]=1, predict the reactants needed to synthesize it. (3) Given the product [CH:47]([NH:46][C:28]1[N:27]2[CH:50]=[C:24]([CH3:23])[N:25]=[C:26]2[N:31]=[C:30]([C:32]2[CH:39]=[CH:38][C:35]([CH2:36][N:1]3[CH2:4][CH:3]([C:5]4[N:6]=[C:7]([C:10]5[CH:15]=[CH:14][CH:13]=[CH:12][N:11]=5)[NH:8][N:9]=4)[CH2:2]3)=[CH:34][CH:33]=2)[C:29]=1[C:40]1[CH:41]=[CH:42][CH:43]=[CH:44][CH:45]=1)([CH3:49])[CH3:48], predict the reactants needed to synthesize it. The reactants are: [NH:1]1[CH2:4][CH:3]([C:5]2[NH:9][N:8]=[C:7]([C:10]3[CH:15]=[CH:14][CH:13]=[CH:12][N:11]=3)[N:6]=2)[CH2:2]1.C(N(CC)CC)C.[CH3:23][C:24]1[N:25]=[C:26]2[N:31]=[C:30]([C:32]3[CH:39]=[CH:38][C:35]([CH:36]=O)=[CH:34][CH:33]=3)[C:29]([C:40]3[CH:45]=[CH:44][CH:43]=[CH:42][CH:41]=3)=[C:28]([NH:46][CH:47]([CH3:49])[CH3:48])[N:27]2[CH:50]=1.C(O)(=O)C.[BH-](OC(C)=O)(OC(C)=O)OC(C)=O.[Na+]. (4) Given the product [C:12]([O-:16])(=[O:13])[CH3:11].[CH3:8][C:6]([CH2:2][C:3]([OH:13])=[O:4])=[O:7], predict the reactants needed to synthesize it. The reactants are: C[C@:2]([C@@H:6]([CH2:8]O)[OH:7])(O)[CH2:3][OH:4].C[C:11]1[C:12](=[O:16])[O:13]CC=1. (5) Given the product [Cl:32][C:29]1[CH:28]=[CH:27][C:26]([CH2:25][C:14]2[C:11]3[C:12](=[O:13])[N:7]([CH2:6][CH2:5][CH2:4][OH:3])[C:8](=[O:34])[N:9]([CH3:33])[C:10]=3[N:17]=[CH:16][C:15]=2[O:18][C:19]2[CH:20]=[N:21][CH:22]=[CH:23][CH:24]=2)=[CH:31][CH:30]=1, predict the reactants needed to synthesize it. The reactants are: C([O:3][CH2:4][CH2:5][CH2:6][N:7]1[C:12](=[O:13])[C:11]2[C:14]([CH2:25][C:26]3[CH:31]=[CH:30][C:29]([Cl:32])=[CH:28][CH:27]=3)=[C:15]([O:18][C:19]3[CH:20]=[N:21][CH:22]=[CH:23][CH:24]=3)[CH:16]=[N:17][C:10]=2[N:9]([CH3:33])[C:8]1=[O:34])=O.O[Li].O. (6) Given the product [CH2:1]([O:4][C:5]1[CH:10]=[CH:9][C:8]([C:11]2[CH:15]=[C:14]([CH2:16][C:17]([O:19][CH2:24][CH3:25])=[O:18])[O:13][N:12]=2)=[C:7]([C:20]([F:22])([F:23])[F:21])[CH:6]=1)[CH2:2][CH3:3], predict the reactants needed to synthesize it. The reactants are: [CH2:1]([O:4][C:5]1[CH:10]=[CH:9][C:8]([C:11]2[CH:15]=[C:14]([CH2:16][C:17]([OH:19])=[O:18])[O:13][N:12]=2)=[C:7]([C:20]([F:23])([F:22])[F:21])[CH:6]=1)[CH2:2][CH3:3].[CH3:24][CH2:25]O.CCN=C=NCCCN(C)C.Cl. (7) Given the product [F:21][C:18]([F:19])([F:20])[CH2:17][O:16][C:5]1[CH:6]=[CH:7][C:8]([O:10][CH2:11][C:12]([F:13])([F:14])[F:15])=[CH:9][C:4]=1[C:2](=[O:3])[CH:1]=[CH:25][C:24]1[CH:27]=[CH:28][CH:29]=[CH:30][C:23]=1[Cl:22], predict the reactants needed to synthesize it. The reactants are: [CH3:1][C:2]([C:4]1[CH:9]=[C:8]([O:10][CH2:11][C:12]([F:15])([F:14])[F:13])[CH:7]=[CH:6][C:5]=1[O:16][CH2:17][C:18]([F:21])([F:20])[F:19])=[O:3].[Cl:22][C:23]1[CH:30]=[CH:29][CH:28]=[CH:27][C:24]=1[CH:25]=O. (8) Given the product [CH2:26]([O:25][C:23]([N:1]1[C@@H:9]2[C@@H:4]([CH2:5][CH2:6][CH2:7][CH2:8]2)[CH2:3][C@H:2]1[C:10]([OH:12])=[O:11])=[O:24])[C:27]1[CH:32]=[CH:31][CH:30]=[CH:29][CH:28]=1, predict the reactants needed to synthesize it. The reactants are: [NH:1]1[C@@H:9]2[C@@H:4]([CH2:5][CH2:6][CH2:7][CH2:8]2)[CH2:3][C@H:2]1[C:10]([OH:12])=[O:11].CCN(C(C)C)C(C)C.Cl[C:23]([O:25][CH2:26][C:27]1[CH:32]=[CH:31][CH:30]=[CH:29][CH:28]=1)=[O:24]. (9) The reactants are: [CH:1]1([N:7]([CH:19]2[CH2:24][CH2:23][CH2:22][CH2:21][CH2:20]2)[C:8](=[O:18])[NH:9][C:10]2[S:11][C:12]([C:15](O)=[O:16])=[CH:13][N:14]=2)[CH2:6][CH2:5][CH2:4][CH2:3][CH2:2]1.[NH:25]1[CH2:29][CH2:28][CH2:27][CH2:26]1. Given the product [CH:19]1([N:7]([CH:1]2[CH2:6][CH2:5][CH2:4][CH2:3][CH2:2]2)[C:8]([NH:9][C:10]2[S:11][C:12]([C:15]([N:25]3[CH2:29][CH2:28][CH2:27][CH2:26]3)=[O:16])=[CH:13][N:14]=2)=[O:18])[CH2:20][CH2:21][CH2:22][CH2:23][CH2:24]1, predict the reactants needed to synthesize it. (10) Given the product [CH:27]1[C:26]2[CH:25]([CH2:24][O:23][C:21]([N:18]([CH3:17])[N:19]([CH2:1][C:3]3[N:4]([CH2:12][CH2:13][C:14]([OH:16])=[O:15])[C:5]4[C:10]([CH:11]=3)=[CH:9][CH:8]=[CH:7][CH:6]=4)[CH3:20])=[O:22])[C:37]3[C:32](=[CH:33][CH:34]=[CH:35][CH:36]=3)[C:31]=2[CH:30]=[CH:29][CH:28]=1, predict the reactants needed to synthesize it. The reactants are: [CH:1]([C:3]1[N:4]([CH2:12][CH2:13][C:14]([OH:16])=[O:15])[C:5]2[C:10]([CH:11]=1)=[CH:9][CH:8]=[CH:7][CH:6]=2)=O.[CH3:17][N:18]([C:21]([O:23][CH2:24][CH:25]1[C:37]2[CH:36]=[CH:35][CH:34]=[CH:33][C:32]=2[C:31]2[C:26]1=[CH:27][CH:28]=[CH:29][CH:30]=2)=[O:22])[NH:19][CH3:20].C(O[BH-](OC(=O)C)OC(=O)C)(=O)C.[Na+].